From a dataset of Catalyst prediction with 721,799 reactions and 888 catalyst types from USPTO. Predict which catalyst facilitates the given reaction. Reactant: Br[CH2:2][C:3]1[CH:8]=[CH:7][CH:6]=[C:5]([N+:9]([O-:11])=[O:10])[C:4]=1[F:12].[NH:13]1[CH2:17][CH2:16][CH2:15][CH2:14]1.C(N(CC)CC)C. Product: [F:12][C:4]1[C:5]([N+:9]([O-:11])=[O:10])=[CH:6][CH:7]=[CH:8][C:3]=1[CH2:2][N:13]1[CH2:17][CH2:16][CH2:15][CH2:14]1. The catalyst class is: 2.